This data is from Reaction yield outcomes from USPTO patents with 853,638 reactions. The task is: Predict the reaction yield, written as a fraction of the theoretical maximum amount of product (1.0 means a 100% yield; for example, 0.34 means a 34% yield). (1) The reactants are [CH3:1][O:2][C:3]1[CH:4]=[C:5]([CH:8]=[CH:9][C:10]=1[O:11][CH3:12])[CH:6]=[O:7].[Br:13]Br.O. The yield is 0.980. The product is [Br:13][C:8]1[C:5]([CH:6]=[O:7])=[CH:4][C:3]([O:2][CH3:1])=[C:10]([O:11][CH3:12])[CH:9]=1. The catalyst is CO. (2) The reactants are [Cl:1][C:2]1[S:6][C:5]([C:7]([O:9]C)=[O:8])=[CH:4][C:3]=1[C:11]1[N:15]([CH3:16])[N:14]=[CH:13][C:12]=1[CH3:17].[OH-].[Na+]. The catalyst is O1CCCC1. The product is [Cl:1][C:2]1[S:6][C:5]([C:7]([OH:9])=[O:8])=[CH:4][C:3]=1[C:11]1[N:15]([CH3:16])[N:14]=[CH:13][C:12]=1[CH3:17]. The yield is 0.950. (3) The catalyst is ClC(Cl)C. The yield is 0.690. The reactants are [NH2:1][C:2]1[C:3]([CH3:13])=[C:4]([CH:9]=[C:10]([Br:12])[CH:11]=1)[C:5]([O:7][CH3:8])=[O:6].[C:14]([OH:17])(=O)[CH3:15].C(O[BH-](O[C:28](=O)[CH3:29])OC(=O)C)(=O)C.[Na+].[C:32](=O)(O)[O-].[Na+]. The product is [Br:12][C:10]1[CH:11]=[C:2]([NH:1][CH:32]2[CH2:15][CH2:14][O:17][CH2:29][CH2:28]2)[C:3]([CH3:13])=[C:4]([CH:9]=1)[C:5]([O:7][CH3:8])=[O:6]. (4) The reactants are [C:1]([C@H:5]1[CH2:10][CH2:9][C@H:8]([O:11][C:12]2[CH:13]=[C:14]3[C:19](=[CH:20][CH:21]=2)[CH:18]=[C:17]([C:22]([N:24]2[CH2:29][CH2:28][CH:27]([C:30]([O:32]C)=[O:31])[CH2:26][CH2:25]2)=[O:23])[CH:16]=[CH:15]3)[CH2:7][CH2:6]1)([CH3:4])([CH3:3])[CH3:2].[OH-].[Na+].O.Cl. The catalyst is CO. The product is [C:1]([C@H:5]1[CH2:10][CH2:9][C@H:8]([O:11][C:12]2[CH:13]=[C:14]3[C:19](=[CH:20][CH:21]=2)[CH:18]=[C:17]([C:22]([N:24]2[CH2:29][CH2:28][CH:27]([C:30]([OH:32])=[O:31])[CH2:26][CH2:25]2)=[O:23])[CH:16]=[CH:15]3)[CH2:7][CH2:6]1)([CH3:4])([CH3:2])[CH3:3]. The yield is 0.700. (5) The product is [CH3:36][O:35][C:33](=[O:34])[CH2:32][NH:30][C:31]1[N:6]2[CH:7]=[C:2]([F:1])[CH:3]=[CH:4][C:5]2=[N:8][C:13]=1[C:12]1[CH:15]=[CH:16][CH:17]=[C:10]([F:9])[CH:11]=1. The yield is 0.304. The catalyst is CO.CCCCCC. The reactants are [F:1][C:2]1[CH:3]=[CH:4][C:5]([NH2:8])=[N:6][CH:7]=1.[F:9][C:10]1[CH:11]=[C:12]([CH:15]=[CH:16][CH:17]=1)[CH:13]=O.O.C1(C)C=CC(S(O)(=O)=O)=CC=1.[N+:30]([CH2:32][C:33]([O:35][CH3:36])=[O:34])#[C-:31].